Dataset: Peptide-MHC class I binding affinity with 185,985 pairs from IEDB/IMGT. Task: Regression. Given a peptide amino acid sequence and an MHC pseudo amino acid sequence, predict their binding affinity value. This is MHC class I binding data. (1) The binding affinity (normalized) is 0.0847. The MHC is HLA-B07:02 with pseudo-sequence HLA-B07:02. The peptide sequence is KIFLHFSIL. (2) The peptide sequence is LLGEHGVAF. The MHC is HLA-A31:01 with pseudo-sequence HLA-A31:01. The binding affinity (normalized) is 0.0847.